This data is from NCI-60 drug combinations with 297,098 pairs across 59 cell lines. The task is: Regression. Given two drug SMILES strings and cell line genomic features, predict the synergy score measuring deviation from expected non-interaction effect. (1) Drug 1: C1CCN(CC1)CCOC2=CC=C(C=C2)C(=O)C3=C(SC4=C3C=CC(=C4)O)C5=CC=C(C=C5)O. Drug 2: CC12CCC(CC1=CCC3C2CCC4(C3CC=C4C5=CN=CC=C5)C)O. Cell line: UACC62. Synergy scores: CSS=3.13, Synergy_ZIP=0.294, Synergy_Bliss=3.34, Synergy_Loewe=0.318, Synergy_HSA=1.47. (2) Drug 1: COC1=CC(=CC(=C1O)OC)C2C3C(COC3=O)C(C4=CC5=C(C=C24)OCO5)OC6C(C(C7C(O6)COC(O7)C8=CC=CS8)O)O. Drug 2: CNC(=O)C1=NC=CC(=C1)OC2=CC=C(C=C2)NC(=O)NC3=CC(=C(C=C3)Cl)C(F)(F)F. Cell line: UACC-257. Synergy scores: CSS=37.3, Synergy_ZIP=-2.62, Synergy_Bliss=-1.37, Synergy_Loewe=-5.68, Synergy_HSA=-1.30. (3) Drug 1: CC1C(C(CC(O1)OC2CC(OC(C2O)C)OC3=CC4=CC5=C(C(=O)C(C(C5)C(C(=O)C(C(C)O)O)OC)OC6CC(C(C(O6)C)O)OC7CC(C(C(O7)C)O)OC8CC(C(C(O8)C)O)(C)O)C(=C4C(=C3C)O)O)O)O. Drug 2: CC1CCCC2(C(O2)CC(NC(=O)CC(C(C(=O)C(C1O)C)(C)C)O)C(=CC3=CSC(=N3)C)C)C. Cell line: SNB-19. Synergy scores: CSS=48.2, Synergy_ZIP=-1.17, Synergy_Bliss=-1.75, Synergy_Loewe=-1.55, Synergy_HSA=2.26. (4) Drug 1: CC1C(C(CC(O1)OC2CC(CC3=C2C(=C4C(=C3O)C(=O)C5=C(C4=O)C(=CC=C5)OC)O)(C(=O)C)O)N)O.Cl. Drug 2: CC1=C(C(CCC1)(C)C)C=CC(=CC=CC(=CC(=O)O)C)C. Cell line: SF-295. Synergy scores: CSS=22.9, Synergy_ZIP=-5.97, Synergy_Bliss=1.35, Synergy_Loewe=-4.61, Synergy_HSA=4.07. (5) Drug 1: C1CCC(C1)C(CC#N)N2C=C(C=N2)C3=C4C=CNC4=NC=N3. Drug 2: CC12CCC3C(C1CCC2OP(=O)(O)O)CCC4=C3C=CC(=C4)OC(=O)N(CCCl)CCCl.[Na+]. Cell line: LOX IMVI. Synergy scores: CSS=1.63, Synergy_ZIP=-1.44, Synergy_Bliss=-12.0, Synergy_Loewe=-7.60, Synergy_HSA=-7.63. (6) Synergy scores: CSS=20.1, Synergy_ZIP=-7.18, Synergy_Bliss=4.52, Synergy_Loewe=-1.44, Synergy_HSA=4.52. Drug 2: CS(=O)(=O)CCNCC1=CC=C(O1)C2=CC3=C(C=C2)N=CN=C3NC4=CC(=C(C=C4)OCC5=CC(=CC=C5)F)Cl. Cell line: T-47D. Drug 1: CC1C(C(CC(O1)OC2CC(CC3=C2C(=C4C(=C3O)C(=O)C5=C(C4=O)C(=CC=C5)OC)O)(C(=O)C)O)N)O.Cl. (7) Cell line: M14. Drug 1: C1=CN(C(=O)N=C1N)C2C(C(C(O2)CO)O)O.Cl. Synergy scores: CSS=24.4, Synergy_ZIP=-5.07, Synergy_Bliss=0.243, Synergy_Loewe=-13.8, Synergy_HSA=-1.06. Drug 2: CCN(CC)CCCC(C)NC1=C2C=C(C=CC2=NC3=C1C=CC(=C3)Cl)OC. (8) Drug 1: C1=NC2=C(N1)C(=S)N=C(N2)N. Drug 2: C1=CC(=CC=C1C#N)C(C2=CC=C(C=C2)C#N)N3C=NC=N3. Cell line: MALME-3M. Synergy scores: CSS=10.3, Synergy_ZIP=-7.60, Synergy_Bliss=-3.49, Synergy_Loewe=-17.1, Synergy_HSA=-5.32.